This data is from Forward reaction prediction with 1.9M reactions from USPTO patents (1976-2016). The task is: Predict the product of the given reaction. (1) Given the reactants C([O:8][C:9]1[CH:10]=[CH:11][C:12]([CH:20]([OH:35])[CH2:21][NH:22][C:23]([CH3:34])([CH3:33])[CH2:24][C:25]2[CH:30]=[CH:29][C:28]([O:31][CH3:32])=[CH:27][CH:26]=2)=[C:13]2[C:18]=1[NH:17][C:16](=[O:19])[CH:15]=[CH:14]2)C1C=CC=CC=1, predict the reaction product. The product is: [OH:8][C:9]1[CH:10]=[CH:11][C:12]([CH:20]([OH:35])[CH2:21][NH:22][C:23]([CH3:33])([CH3:34])[CH2:24][C:25]2[CH:26]=[CH:27][C:28]([O:31][CH3:32])=[CH:29][CH:30]=2)=[C:13]2[C:18]=1[NH:17][C:16](=[O:19])[CH:15]=[CH:14]2. (2) The product is: [Cl:22][C:19]1[CH:20]=[CH:21][C:16]([C:11]2([CH:14]=[CH2:15])[CH2:10][CH2:9][NH:8][CH2:13][CH2:12]2)=[CH:17][CH:18]=1. Given the reactants C(OC([N:8]1[CH2:13][CH2:12][C:11]([C:16]2[CH:21]=[CH:20][C:19]([Cl:22])=[CH:18][CH:17]=2)([CH:14]=[CH2:15])[CH2:10][CH2:9]1)=O)(C)(C)C.Cl, predict the reaction product. (3) Given the reactants Br[C:2]1[CH:3]=[C:4]([C:12]2[CH:17]=[CH:16][N:15]=[CH:14][CH:13]=2)[S:5][C:6]=1[C:7]1[NH:11][CH:10]=[N:9][N:8]=1.O1CCCC1.[Li]CCCC.[CH3:28][O:29][C:30]1[CH:37]=[CH:36][C:33]([CH:34]=[O:35])=[CH:32][CH:31]=1, predict the reaction product. The product is: [CH3:28][O:29][C:30]1[CH:37]=[CH:36][C:33]([CH:34]([C:2]2[CH:3]=[C:4]([C:12]3[CH:17]=[CH:16][N:15]=[CH:14][CH:13]=3)[S:5][C:6]=2[C:7]2[NH:11][CH:10]=[N:9][N:8]=2)[OH:35])=[CH:32][CH:31]=1. (4) The product is: [CH3:16][CH:13]1[N:12]([CH3:17])[C:11](=[O:18])[C:10]2[CH:9]=[CH:8][C:7]([O:19][C:20]3[CH:21]=[C:22]([CH:32]=[C:33]([O:35][C@@H:36]([CH3:40])[CH2:37][O:38][CH3:39])[CH:34]=3)[C:23]([NH:25][C:26]3[CH:30]=[CH:29][N:28]([CH3:31])[N:27]=3)=[O:24])=[CH:6][C:15]=2[O:14]1. Given the reactants C([O-])=O.[NH4+].Cl[C:6]1[C:15]2[O:14][CH:13]([CH3:16])[N:12]([CH3:17])[C:11](=[O:18])[C:10]=2[CH:9]=[CH:8][C:7]=1[O:19][C:20]1[CH:21]=[C:22]([CH:32]=[C:33]([O:35][C@@H:36]([CH3:40])[CH2:37][O:38][CH3:39])[CH:34]=1)[C:23]([NH:25][C:26]1[CH:30]=[CH:29][N:28]([CH3:31])[N:27]=1)=[O:24], predict the reaction product. (5) Given the reactants [CH2:1]([CH:4]1[CH2:9][CH2:8][CH:7](O)[CH2:6][CH2:5]1)[CH2:2][CH3:3].OS([O-])(=O)=O.[K+].C(OC(=O)C)C.OS([O-])(=O)=O.[K+], predict the reaction product. The product is: [CH2:1]([CH:4]1[CH2:9][CH2:8][CH:7]=[CH:6][CH2:5]1)[CH2:2][CH3:3].